From a dataset of NCI-60 drug combinations with 297,098 pairs across 59 cell lines. Regression. Given two drug SMILES strings and cell line genomic features, predict the synergy score measuring deviation from expected non-interaction effect. (1) Drug 1: CN1CCC(CC1)COC2=C(C=C3C(=C2)N=CN=C3NC4=C(C=C(C=C4)Br)F)OC. Drug 2: C1=NC2=C(N1)C(=S)N=CN2. Cell line: SK-MEL-5. Synergy scores: CSS=5.16, Synergy_ZIP=-4.22, Synergy_Bliss=-6.08, Synergy_Loewe=-21.4, Synergy_HSA=-10.6. (2) Drug 1: C1=CN(C(=O)N=C1N)C2C(C(C(O2)CO)O)O.Cl. Drug 2: CC=C1C(=O)NC(C(=O)OC2CC(=O)NC(C(=O)NC(CSSCCC=C2)C(=O)N1)C(C)C)C(C)C. Cell line: HCC-2998. Synergy scores: CSS=60.1, Synergy_ZIP=2.32, Synergy_Bliss=3.43, Synergy_Loewe=-0.104, Synergy_HSA=0.833. (3) Drug 1: CC1=C(C(=CC=C1)Cl)NC(=O)C2=CN=C(S2)NC3=CC(=NC(=N3)C)N4CCN(CC4)CCO. Drug 2: C1CNP(=O)(OC1)N(CCCl)CCCl. Cell line: CCRF-CEM. Synergy scores: CSS=15.7, Synergy_ZIP=-2.95, Synergy_Bliss=-0.309, Synergy_Loewe=-6.73, Synergy_HSA=-0.0980. (4) Drug 1: CN(C)N=NC1=C(NC=N1)C(=O)N. Drug 2: CC1CCCC2(C(O2)CC(NC(=O)CC(C(C(=O)C(C1O)C)(C)C)O)C(=CC3=CSC(=N3)C)C)C. Cell line: UACC-257. Synergy scores: CSS=-7.13, Synergy_ZIP=2.88, Synergy_Bliss=-3.26, Synergy_Loewe=-11.1, Synergy_HSA=-9.08.